From a dataset of Aqueous solubility values for 9,982 compounds from the AqSolDB database. Regression/Classification. Given a drug SMILES string, predict its absorption, distribution, metabolism, or excretion properties. Task type varies by dataset: regression for continuous measurements (e.g., permeability, clearance, half-life) or binary classification for categorical outcomes (e.g., BBB penetration, CYP inhibition). For this dataset (solubility_aqsoldb), we predict Y. The drug is CCCN(CC)CC1COC2(CCC(C(C)(C)C)CC2)O1. The Y is -2.80 log mol/L.